From a dataset of Full USPTO retrosynthesis dataset with 1.9M reactions from patents (1976-2016). Predict the reactants needed to synthesize the given product. Given the product [C:32]([NH:3][C@H:4]1[CH2:8][C@@H:7]([C:9]([N:11]([C:13]2[C:14]([Cl:24])=[N:15][N:16]([C:18]3[CH:19]=[N:20][CH:21]=[CH:22][CH:23]=3)[CH:17]=2)[CH3:12])=[O:10])[CH:6]=[CH:5]1)(=[O:34])[CH3:33], predict the reactants needed to synthesize it. The reactants are: Cl.Cl.[NH2:3][C@H:4]1[CH2:8][C@@H:7]([C:9]([N:11]([C:13]2[C:14]([Cl:24])=[N:15][N:16]([C:18]3[CH:19]=[N:20][CH:21]=[CH:22][CH:23]=3)[CH:17]=2)[CH3:12])=[O:10])[CH:6]=[CH:5]1.C(N(CC)CC)C.[C:32](Cl)(=[O:34])[CH3:33].